Task: Predict which catalyst facilitates the given reaction.. Dataset: Catalyst prediction with 721,799 reactions and 888 catalyst types from USPTO (1) Reactant: Cl[C:2]1[C:3]([N+:15]([O-:17])=[O:16])=[C:4]([C:9]([N+:12]([O-:14])=[O:13])=[CH:10][CH:11]=1)[C:5]([O:7][CH3:8])=[O:6].[N:18]1([CH2:21][CH2:22][OH:23])[CH2:20][CH2:19]1.[Li+].[Cl-:25]. Product: [Cl:25][CH2:20][CH2:19][N:18]([CH2:21][CH2:22][OH:23])[C:2]1[C:3]([N+:15]([O-:17])=[O:16])=[C:4]([C:9]([N+:12]([O-:14])=[O:13])=[CH:10][CH:11]=1)[C:5]([O:7][CH3:8])=[O:6]. The catalyst class is: 163. (2) Reactant: Cl[C:2]1[N:7]=[C:6](OC2C=CC(Cl)=CC=2)[C:5]([C:16]#[N:17])=[CH:4][N:3]=1.[CH3:18][O:19][CH2:20][CH2:21][CH2:22][NH:23][S:24]([C:27]1[CH:33]=[CH:32][C:30]([NH2:31])=[CH:29][CH:28]=1)(=[O:26])=[O:25].[NH2:34][CH2:35][CH:36]([OH:39])[CH2:37][OH:38]. Product: [C:16]([C:5]1[C:6]([NH:34][CH2:35][CH:36]([OH:39])[CH2:37][OH:38])=[N:7][C:2]([NH:31][C:30]2[CH:29]=[CH:28][C:27]([S:24](=[O:26])(=[O:25])[NH:23][CH2:22][CH2:21][CH2:20][O:19][CH3:18])=[CH:33][CH:32]=2)=[N:3][CH:4]=1)#[N:17]. The catalyst class is: 868. (3) Product: [OH:45][C:44]([C:34]1[S:33][C:32]([NH:35][C:36](=[O:42])[O:37][C:38]([CH3:39])([CH3:41])[CH3:40])=[N:31][C:30]=1[CH2:29][CH2:28][O:27][CH:24]1[CH2:25][CH2:26][O:21][CH2:22][CH2:23]1)([CH3:46])[CH3:43]. The catalyst class is: 7. Reactant: C(NC(C)C)(C)C.C([Li])CCC.C([N-]C(C)C)(C)C.[Li+].[O:21]1[CH2:26][CH2:25][CH:24]([O:27][CH2:28][CH2:29][C:30]2[N:31]=[C:32]([NH:35][C:36](=[O:42])[O:37][C:38]([CH3:41])([CH3:40])[CH3:39])[S:33][CH:34]=2)[CH2:23][CH2:22]1.[CH3:43][C:44]([CH3:46])=[O:45]. (4) Reactant: [CH2:1]([N:5]1[C:13]2[C:12](=[O:14])[NH:11][C:10]([Cl:15])=[N:9][C:8]=2[N:7]=[C:6]1[N:16]1[CH2:21][CH2:20][N:19]([C:22]([O:24][C:25]([CH3:28])([CH3:27])[CH3:26])=[O:23])[CH2:18][CH2:17]1)[C:2]#[C:3][CH3:4].Br[CH2:30][CH2:31][CH2:32][O:33][CH:34]1[CH2:39][CH2:38][CH2:37][CH2:36][O:35]1.C(=O)([O-])[O-].[K+].[K+]. Product: [CH2:1]([N:5]1[C:13]2[C:12](=[O:14])[N:11]([CH2:30][CH2:31][CH2:32][O:33][CH:34]3[CH2:39][CH2:38][CH2:37][CH2:36][O:35]3)[C:10]([Cl:15])=[N:9][C:8]=2[N:7]=[C:6]1[N:16]1[CH2:21][CH2:20][N:19]([C:22]([O:24][C:25]([CH3:28])([CH3:27])[CH3:26])=[O:23])[CH2:18][CH2:17]1)[C:2]#[C:3][CH3:4]. The catalyst class is: 9. (5) Reactant: Cl[C:2](OC(Cl)(Cl)Cl)=[O:3].[NH2:9][C:10]1[CH:15]=[CH:14][C:13]([N:16]2[CH2:21][CH2:20][CH2:19][CH2:18][C:17]2=[O:22])=[CH:12][CH:11]=1. Product: [N:9]([C:10]1[CH:15]=[CH:14][C:13]([N:16]2[CH2:21][CH2:20][CH2:19][CH2:18][C:17]2=[O:22])=[CH:12][CH:11]=1)=[C:2]=[O:3]. The catalyst class is: 1. (6) Reactant: N#N.[CH2:3]([NH:10][C:11](=[O:29])[C:12]1[CH:17]=[C:16](B2OC(C)(C)C(C)(C)O2)[CH:15]=[CH:14][C:13]=1[O:27][CH3:28])[C:4]1[CH:9]=[CH:8][CH:7]=[CH:6][CH:5]=1.Br[C:31]1[C:40]2[C:35](=[CH:36][CH:37]=[CH:38][CH:39]=2)[C:34](=[O:41])[N:33]([CH3:42])[CH:32]=1.[O-]P([O-])([O-])=O.[K+].[K+].[K+]. Product: [CH2:3]([NH:10][C:11](=[O:29])[C:12]1[CH:17]=[C:16]([C:31]2[C:40]3[C:35](=[CH:36][CH:37]=[CH:38][CH:39]=3)[C:34](=[O:41])[N:33]([CH3:42])[CH:32]=2)[CH:15]=[CH:14][C:13]=1[O:27][CH3:28])[C:4]1[CH:5]=[CH:6][CH:7]=[CH:8][CH:9]=1. The catalyst class is: 75. (7) Reactant: [O:1]1[C:11]2=[C:12]3[C:7](=[CH:8][CH:9]=[CH:10]2)[CH:6]([CH2:13][N:14]2[C:22](=[O:23])[C:21]4[C:16](=[CH:17][CH:18]=[CH:19][CH:20]=4)[C:15]2=[O:24])[CH2:5][N:4]3[CH2:3][CH2:2]1.[Br:25]N1C(=O)CCC1=O.O. Product: [Br:25][C:9]1[CH:8]=[C:7]2[C:12]3=[C:11]([O:1][CH2:2][CH2:3][N:4]3[CH2:5][CH:6]2[CH2:13][N:14]2[C:22](=[O:23])[C:21]3[C:16](=[CH:17][CH:18]=[CH:19][CH:20]=3)[C:15]2=[O:24])[CH:10]=1. The catalyst class is: 3. (8) The catalyst class is: 85. Product: [Br:3][C:4]1[CH:5]=[C:6]([CH3:26])[CH:7]=[C:8]2[C:13]=1[N:12]=[CH:11][N:10]([N:14]([C:15]1[CH:20]=[C:19]([Cl:21])[CH:18]=[CH:17][C:16]=1[S:22][CH2:23][CH3:24])[C:32](=[O:33])[O:31][C:28]([CH3:30])([CH3:29])[CH3:27])[C:9]2=[O:25]. Reactant: [H-].[Na+].[Br:3][C:4]1[CH:5]=[C:6]([CH3:26])[CH:7]=[C:8]2[C:13]=1[N:12]=[CH:11][N:10]([NH:14][C:15]1[CH:20]=[C:19]([Cl:21])[CH:18]=[CH:17][C:16]=1[S:22][CH2:23][CH3:24])[C:9]2=[O:25].[CH3:27][C:28]([O:31][C:32](O[C:32]([O:31][C:28]([CH3:30])([CH3:29])[CH3:27])=[O:33])=[O:33])([CH3:30])[CH3:29].O.